From a dataset of Catalyst prediction with 721,799 reactions and 888 catalyst types from USPTO. Predict which catalyst facilitates the given reaction. (1) Reactant: [Cl:1][C:2]1[C:7]([Cl:8])=[CH:6][CH:5]=[CH:4][C:3]=1[C:9]1[S:10][CH:11]=[C:12]([C:14]([OH:16])=O)[N:13]=1.CN(C(ON1N=NC2C=CC=NC1=2)=[N+](C)C)C.F[P-](F)(F)(F)(F)F.[NH:41]1[CH:50]2[CH:45]([CH2:46][CH2:47][CH2:48][CH2:49]2)[CH2:44][CH2:43][CH2:42]1.C(N(C(C)C)CC)(C)C. Product: [Cl:1][C:2]1[C:7]([Cl:8])=[CH:6][CH:5]=[CH:4][C:3]=1[C:9]1[S:10][CH:11]=[C:12]([C:14]([N:41]2[CH:50]3[CH:45]([CH2:46][CH2:47][CH2:48][CH2:49]3)[CH2:44][CH2:43][CH2:42]2)=[O:16])[N:13]=1. The catalyst class is: 39. (2) Product: [OH:27][C:4]1([C:7]([O:9][CH2:10][CH3:11])=[O:8])[CH2:3][CH2:2][N:1]([C:12]([O:14][C:15]([CH3:17])([CH3:16])[CH3:18])=[O:13])[CH2:6][CH2:5]1. The catalyst class is: 7. Reactant: [N:1]1([C:12]([O:14][C:15]([CH3:18])([CH3:17])[CH3:16])=[O:13])[CH2:6][CH2:5][CH:4]([C:7]([O:9][CH2:10][CH3:11])=[O:8])[CH2:3][CH2:2]1.C([N-]C(C)C)(C)C.[Li+].[O:27]1CCCC1.FNS(C1C=CC=CC=1)(=O)=O.C(OCC)(=O)C. (3) Reactant: C1(C)C=CC=CC=1.[F:8][C:9]1[CH:10]=[CH:11][C:12]([CH3:24])=[C:13]([CH:15]=[N:16][C:17]([O:19][Si](C)(C)C)=[CH2:18])[CH:14]=1.C(OC([N:32]1[C:40]2[C:35](=[CH:36][CH:37]=[C:38]([Cl:41])[CH:39]=2)/[C:34](=[CH:42]/[C:43]2[C:44]([O:50][C:51]([C:54]([O:56][CH3:57])=[O:55])([CH3:53])[CH3:52])=[N:45][CH:46]=[C:47]([Cl:49])[CH:48]=2)/[C:33]1=[O:58])=O)(C)(C)C. Product: [Cl:41][C:38]1[CH:39]=[C:40]2[NH:32][C:33](=[O:58])[C:34]3([CH:42]([C:43]4[C:44]([O:50][C:51]([C:54]([O:56][CH3:57])=[O:55])([CH3:53])[CH3:52])=[N:45][CH:46]=[C:47]([Cl:49])[CH:48]=4)[CH2:19][C:17](=[O:18])[NH:16][CH:15]3[C:13]3[CH:14]=[C:9]([F:8])[CH:10]=[CH:11][C:12]=3[CH3:24])[C:35]2=[CH:36][CH:37]=1. The catalyst class is: 5. (4) Reactant: Cl[C:2]1[CH:12]=[CH:11][C:5]([C:6]([O:8][CH2:9][CH3:10])=[O:7])=[C:4]([C:13]2[CH:18]=[CH:17][C:16]([F:19])=[CH:15][C:14]=2[F:20])[N:3]=1.[F:21][C:22]1[CH:27]=[CH:26][CH:25]=[C:24]([F:28])[C:23]=1[NH:29][C:30](=[O:36])[O:31][C:32]([CH3:35])([CH3:34])[CH3:33].C(=O)([O-])[O-].[Cs+].[Cs+].Cl. Product: [C:32]([O:31][C:30]([N:29]([C:23]1[C:24]([F:28])=[CH:25][CH:26]=[CH:27][C:22]=1[F:21])[C:2]1[CH:12]=[CH:11][C:5]([C:6]([O:8][CH2:9][CH3:10])=[O:7])=[C:4]([C:13]2[CH:18]=[CH:17][C:16]([F:19])=[CH:15][C:14]=2[F:20])[N:3]=1)=[O:36])([CH3:35])([CH3:33])[CH3:34]. The catalyst class is: 16. (5) Reactant: [Cl:1][CH:2]([C:27]1[CH:32]=[CH:31][CH:30]=[CH:29][CH:28]=1)[C:3]([N:5]1[CH2:14][C:13]2[CH:12]=[N:11][C:10]3[N:15](CC4C=CC(OC)=CC=4)[N:16]=[CH:17][C:9]=3[C:8]=2[CH2:7][CH2:6]1)=[O:4].FC(F)(F)C(O)=O.O1CCOCC1. Product: [Cl:1][CH:2]([C:27]1[CH:32]=[CH:31][CH:30]=[CH:29][CH:28]=1)[C:3]([N:5]1[CH2:14][C:13]2[CH:12]=[N:11][C:10]3[NH:15][N:16]=[CH:17][C:9]=3[C:8]=2[CH2:7][CH2:6]1)=[O:4]. The catalyst class is: 11. (6) Reactant: [Cl:1][C:2]1[N:3]=[C:4](Cl)[C:5]2[C:10]([I:11])=[CH:9][N:8]([S:12]([C:15]3[CH:21]=[CH:20][C:18]([CH3:19])=[CH:17][CH:16]=3)(=[O:14])=[O:13])[C:6]=2[N:7]=1.[CH:23]1([NH2:26])[CH2:25][CH2:24]1.CCN(C(C)C)C(C)C. Product: [Cl:1][C:2]1[N:3]=[C:4]([NH:26][CH:23]2[CH2:25][CH2:24]2)[C:5]2[C:10]([I:11])=[CH:9][N:8]([S:12]([C:15]3[CH:21]=[CH:20][C:18]([CH3:19])=[CH:17][CH:16]=3)(=[O:14])=[O:13])[C:6]=2[N:7]=1. The catalyst class is: 51. (7) Reactant: C1N=C[N:3](C(N2C=NC=C2)=O)C=1.[Br:13][C:14]1[CH:15]=[C:16]2[C:20](=[C:21]([C:24]([OH:26])=O)[C:22]=1[F:23])[NH:19][CH:18]=[CH:17]2. Product: [Br:13][C:14]1[CH:15]=[C:16]2[C:20](=[C:21]([C:24]([NH2:3])=[O:26])[C:22]=1[F:23])[NH:19][CH:18]=[CH:17]2. The catalyst class is: 2. (8) Reactant: [F:1][C:2]1[CH:3]=[C:4]([N:14]2[CH2:18][C@H:17]([CH2:19][NH2:20])[O:16][C:15]2=[O:21])[CH:5]=[CH:6][C:7]=1[N:8]1[CH2:13][CH2:12][O:11][CH2:10][CH2:9]1.[O:22]=[C:23]([C:29]1[S:30][CH:31]=[CH:32][CH:33]=1)[CH2:24][CH2:25][C:26](O)=[O:27].C1C=CC2N(O)N=NC=2C=1.Cl.CN(C)CCCN=C=NCC. Product: [F:1][C:2]1[CH:3]=[C:4]([N:14]2[CH2:18][C@H:17]([CH2:19][NH:20][C:26](=[O:27])[CH2:25][CH2:24][C:23](=[O:22])[C:29]3[S:30][CH:31]=[CH:32][CH:33]=3)[O:16][C:15]2=[O:21])[CH:5]=[CH:6][C:7]=1[N:8]1[CH2:9][CH2:10][O:11][CH2:12][CH2:13]1. The catalyst class is: 20. (9) Reactant: [Cl:1][C:2]1[CH:7]=[CH:6][C:5]([S:8]([NH:11][C@H:12]([CH2:16][CH:17]([CH3:19])[CH3:18])[C:13]([NH2:15])=[O:14])(=[O:10])=[O:9])=[CH:4][CH:3]=1.C(=O)([O-])[O-].[Cs+].[Cs+].[C:26]([O:30][C:31]([N:33]1[CH2:38][CH2:37][CH:36]([CH2:39]OS(C2C=CC(C)=CC=2)(=O)=O)[CH2:35][CH2:34]1)=[O:32])([CH3:29])([CH3:28])[CH3:27]. Product: [C:26]([O:30][C:31]([N:33]1[CH2:38][CH2:37][CH:36]([CH2:39][N:11]([C@@H:12]([C:13](=[O:14])[NH2:15])[CH2:16][CH:17]([CH3:19])[CH3:18])[S:8]([C:5]2[CH:4]=[CH:3][C:2]([Cl:1])=[CH:7][CH:6]=2)(=[O:9])=[O:10])[CH2:35][CH2:34]1)=[O:32])([CH3:29])([CH3:27])[CH3:28]. The catalyst class is: 3. (10) Reactant: C(OC(=O)[NH:7][C@H:8]([C:16]1[NH:17][C:18]([Br:21])=[CH:19][N:20]=1)[CH2:9][C:10]1[CH:15]=[CH:14][CH:13]=[CH:12][CH:11]=1)(C)(C)C.C(O)(C(F)(F)F)=O. Product: [Br:21][C:18]1[NH:17][C:16]([C@@H:8]([NH2:7])[CH2:9][C:10]2[CH:11]=[CH:12][CH:13]=[CH:14][CH:15]=2)=[N:20][CH:19]=1. The catalyst class is: 520.